From a dataset of Reaction yield outcomes from USPTO patents with 853,638 reactions. Predict the reaction yield, written as a fraction of the theoretical maximum amount of product (1.0 means a 100% yield; for example, 0.34 means a 34% yield). The reactants are [F:1][CH:2]([F:25])[C:3]1[CH:8]=[CH:7][C:6]([F:9])=[CH:5][C:4]=1[C@H:10]1[CH2:14][CH2:13][CH2:12][N:11]1[C:15]1[CH:20]=[CH:19][N:18]2[N:21]=[CH:22][C:23]([NH2:24])=[C:17]2[N:16]=1.C1N=CN([C:31]([N:33]2[CH:37]=N[CH:35]=[CH:34]2)=[O:32])C=1.N1CC[C@H:40]([OH:43])C1. The catalyst is C(Cl)Cl. The product is [F:25][CH:2]([F:1])[C:3]1[CH:8]=[CH:7][C:6]([F:9])=[CH:5][C:4]=1[C@H:10]1[CH2:14][CH2:13][CH2:12][N:11]1[C:15]1[CH:20]=[CH:19][N:18]2[N:21]=[CH:22][C:23]([NH:24][C:31]([N:33]3[CH2:34][CH2:35][C@@H:40]([OH:43])[CH2:37]3)=[O:32])=[C:17]2[N:16]=1. The yield is 0.690.